This data is from Reaction yield outcomes from USPTO patents with 853,638 reactions. The task is: Predict the reaction yield, written as a fraction of the theoretical maximum amount of product (1.0 means a 100% yield; for example, 0.34 means a 34% yield). The reactants are [Cl:1][C:2]1[N:6]2[N:7]=[C:8](Cl)[CH:9]=[CH:10][C:5]2=[N:4][CH:3]=1.[NH2:12][CH2:13][C:14]1[CH:19]=[CH:18][CH:17]=[CH:16][N:15]=1. The product is [Cl:1][C:2]1[N:6]2[N:7]=[C:8]([NH:12][CH2:13][C:14]3[CH:19]=[CH:18][CH:17]=[CH:16][N:15]=3)[CH:9]=[CH:10][C:5]2=[N:4][CH:3]=1. The yield is 0.270. No catalyst specified.